From a dataset of Full USPTO retrosynthesis dataset with 1.9M reactions from patents (1976-2016). Predict the reactants needed to synthesize the given product. The reactants are: Cl.[NH2:2][CH2:3][CH2:4][SH:5].[C:6]1([C:12]([C:20]2[CH:25]=[CH:24][CH:23]=[CH:22][CH:21]=2)([C:14]2[CH:19]=[CH:18][CH:17]=[CH:16][CH:15]=2)O)[CH:11]=[CH:10][CH:9]=[CH:8][CH:7]=1. Given the product [C:12]([S:5][CH2:4][CH2:3][NH2:2])([C:6]1[CH:11]=[CH:10][CH:9]=[CH:8][CH:7]=1)([C:20]1[CH:21]=[CH:22][CH:23]=[CH:24][CH:25]=1)[C:14]1[CH:15]=[CH:16][CH:17]=[CH:18][CH:19]=1, predict the reactants needed to synthesize it.